Dataset: Peptide-MHC class I binding affinity with 185,985 pairs from IEDB/IMGT. Task: Regression. Given a peptide amino acid sequence and an MHC pseudo amino acid sequence, predict their binding affinity value. This is MHC class I binding data. (1) The peptide sequence is CTVQEFIFSA. The MHC is HLA-A02:06 with pseudo-sequence HLA-A02:06. The binding affinity (normalized) is 0.802. (2) The peptide sequence is IYWLIFWRF. The MHC is HLA-B39:01 with pseudo-sequence HLA-B39:01. The binding affinity (normalized) is 0.0847.